This data is from NCI-60 drug combinations with 297,098 pairs across 59 cell lines. The task is: Regression. Given two drug SMILES strings and cell line genomic features, predict the synergy score measuring deviation from expected non-interaction effect. (1) Drug 1: C1CCC(C1)C(CC#N)N2C=C(C=N2)C3=C4C=CNC4=NC=N3. Drug 2: COCCOC1=C(C=C2C(=C1)C(=NC=N2)NC3=CC=CC(=C3)C#C)OCCOC.Cl. Cell line: SF-295. Synergy scores: CSS=5.95, Synergy_ZIP=-0.385, Synergy_Bliss=2.76, Synergy_Loewe=2.86, Synergy_HSA=2.84. (2) Drug 1: CC1=C2C(C(=O)C3(C(CC4C(C3C(C(C2(C)C)(CC1OC(=O)C(C(C5=CC=CC=C5)NC(=O)C6=CC=CC=C6)O)O)OC(=O)C7=CC=CC=C7)(CO4)OC(=O)C)O)C)OC(=O)C. Drug 2: C1=CC=C(C(=C1)C(C2=CC=C(C=C2)Cl)C(Cl)Cl)Cl. Cell line: U251. Synergy scores: CSS=52.9, Synergy_ZIP=19.6, Synergy_Bliss=23.8, Synergy_Loewe=-29.3, Synergy_HSA=18.0. (3) Drug 1: CC(C1=C(C=CC(=C1Cl)F)Cl)OC2=C(N=CC(=C2)C3=CN(N=C3)C4CCNCC4)N. Drug 2: COC1=NC(=NC2=C1N=CN2C3C(C(C(O3)CO)O)O)N. Cell line: MDA-MB-231. Synergy scores: CSS=5.82, Synergy_ZIP=-0.854, Synergy_Bliss=5.16, Synergy_Loewe=-8.27, Synergy_HSA=2.02. (4) Drug 1: CCCS(=O)(=O)NC1=C(C(=C(C=C1)F)C(=O)C2=CNC3=C2C=C(C=N3)C4=CC=C(C=C4)Cl)F. Drug 2: CN(C)N=NC1=C(NC=N1)C(=O)N. Cell line: SK-MEL-28. Synergy scores: CSS=33.7, Synergy_ZIP=1.82, Synergy_Bliss=0.770, Synergy_Loewe=-35.2, Synergy_HSA=-0.763. (5) Drug 1: CC12CCC(CC1=CCC3C2CCC4(C3CC=C4C5=CN=CC=C5)C)O. Drug 2: CCC1=CC2CC(C3=C(CN(C2)C1)C4=CC=CC=C4N3)(C5=C(C=C6C(=C5)C78CCN9C7C(C=CC9)(C(C(C8N6C)(C(=O)OC)O)OC(=O)C)CC)OC)C(=O)OC.C(C(C(=O)O)O)(C(=O)O)O. Cell line: EKVX. Synergy scores: CSS=49.0, Synergy_ZIP=12.1, Synergy_Bliss=11.0, Synergy_Loewe=-18.6, Synergy_HSA=10.6. (6) Drug 1: C1CC(=O)NC(=O)C1N2CC3=C(C2=O)C=CC=C3N. Drug 2: COC1=C(C=C2C(=C1)N=CN=C2NC3=CC(=C(C=C3)F)Cl)OCCCN4CCOCC4. Cell line: TK-10. Synergy scores: CSS=41.5, Synergy_ZIP=14.4, Synergy_Bliss=11.2, Synergy_Loewe=-5.92, Synergy_HSA=11.7. (7) Drug 1: CC1=CC2C(CCC3(C2CCC3(C(=O)C)OC(=O)C)C)C4(C1=CC(=O)CC4)C. Drug 2: CC1=C(C=C(C=C1)NC(=O)C2=CC=C(C=C2)CN3CCN(CC3)C)NC4=NC=CC(=N4)C5=CN=CC=C5. Cell line: HL-60(TB). Synergy scores: CSS=0.455, Synergy_ZIP=4.80, Synergy_Bliss=10.3, Synergy_Loewe=1.88, Synergy_HSA=1.54.